This data is from Catalyst prediction with 721,799 reactions and 888 catalyst types from USPTO. The task is: Predict which catalyst facilitates the given reaction. (1) Reactant: [CH3:1][C:2]([C:7]1[CH:12]=[CH:11][CH:10]=[CH:9][CH:8]=1)([CH3:6])[C:3]([OH:5])=O.C(N(CC)C(C)C)(C)C.F[P-](F)(F)(F)(F)F.N1(OC(N(C)C)=[N+](C)C)C2N=CC=CC=2N=N1.[CH3:46][O:47][C:48]1[CH:49]=[C:50]([CH:53]=[CH:54][C:55]=1[O:56][CH3:57])[CH2:51][NH2:52]. Product: [CH3:46][O:47][C:48]1[CH:49]=[C:50]([CH:53]=[CH:54][C:55]=1[O:56][CH3:57])[CH2:51][NH:52][C:3](=[O:5])[C:2]([C:7]1[CH:12]=[CH:11][CH:10]=[CH:9][CH:8]=1)([CH3:1])[CH3:6]. The catalyst class is: 31. (2) Reactant: [CH3:1][N:2]1[C:7]2[C:8](C)=[CH:9][NH:10][C:6]=2[C:5](=[O:12])[N:4]([CH3:13])[C:3]1=[O:14].Br[CH2:16][C:17]([NH:19][C:20]1[S:21][CH:22]=[C:23]([C:25]2[CH:30]=[C:29]([F:31])[C:28]([O:32][CH2:33][C:34]([F:37])([F:36])[F:35])=[C:27]([F:38])[CH:26]=2)[N:24]=1)=[O:18].[H-].[Na+]. Product: [F:38][C:27]1[CH:26]=[C:25]([C:23]2[N:24]=[C:20]([NH:19][C:17](=[O:18])[CH2:16][N:10]3[C:6]4[C:5](=[O:12])[N:4]([CH3:13])[C:3](=[O:14])[N:2]([CH3:1])[C:7]=4[CH:8]=[CH:9]3)[S:21][CH:22]=2)[CH:30]=[C:29]([F:31])[C:28]=1[O:32][CH2:33][C:34]([F:35])([F:36])[F:37]. The catalyst class is: 3. (3) Reactant: I[C:2]1[C:10]2[C:5](=[CH:6][C:7]([N+:11]([O-:13])=[O:12])=[CH:8][CH:9]=2)[N:4]([CH2:14][O:15][CH2:16][CH2:17][Si:18]([CH3:21])([CH3:20])[CH3:19])[N:3]=1.[CH3:22]B(O)O.O1CCCC1.P([O-])([O-])([O-])=O.[K+].[K+].[K+]. Product: [CH3:22][C:2]1[C:10]2[C:5](=[CH:6][C:7]([N+:11]([O-:13])=[O:12])=[CH:8][CH:9]=2)[N:4]([CH2:14][O:15][CH2:16][CH2:17][Si:18]([CH3:21])([CH3:20])[CH3:19])[N:3]=1. The catalyst class is: 77. (4) Reactant: COC1C=CC(C[N:8]2[C:16]3[C:15](=[O:17])[N:14]4[C:18]([CH3:21])=[N:19][N:20]=[C:13]4[N:12]([CH2:22][CH2:23][CH2:24][CH2:25][CH3:26])[C:11]=3[N:10]=[C:9]2N2C=NC=N2)=CC=1. Product: [CH3:21][C:18]1[N:14]2[C:15](=[O:17])[C:16]3[NH:8][C:9]([N:14]4[CH:13]=[N:20][N:19]=[CH:18]4)=[N:10][C:11]=3[N:12]([CH2:22][CH2:23][CH2:24][CH2:25][CH3:26])[C:13]2=[N:20][N:19]=1. The catalyst class is: 55. (5) Reactant: CS([CH2:5][CH2:6][CH2:7][CH2:8][C:9]([O:11][CH2:12][C:13]1[CH:18]=[CH:17][CH:16]=[CH:15][CH:14]=1)=[O:10])(=O)=O.[CH3:19][NH:20][CH3:21]. Product: [CH3:19][N:20]([CH3:21])[CH2:5][CH2:6][CH2:7][CH2:8][C:9]([O:11][CH2:12][C:13]1[CH:18]=[CH:17][CH:16]=[CH:15][CH:14]=1)=[O:10]. The catalyst class is: 8. (6) Reactant: [Br:1][C:2]1[CH:10]=[C:9]2[C:5]([CH:6]=[CH:7][NH:8]2)=[CH:4][CH:3]=1.[N:11]([O-])=O.[Na+].[OH2:15]. Product: [Br:1][C:2]1[CH:10]=[C:9]2[C:5]([C:6]([CH:7]=[O:15])=[N:11][NH:8]2)=[CH:4][CH:3]=1. The catalyst class is: 1. (7) Reactant: [F:1][C:2]([F:13])([F:12])[C:3]1[CH:11]=[N:10][CH:9]=[CH:8][C:4]=1[C:5](Cl)=[O:6].CN(C=O)C.[NH2:19][C:20]1[CH:25]=[C:24]([C:26]([F:29])([F:28])[F:27])[CH:23]=[CH:22][C:21]=1[OH:30].C(N(CC)CC)C. Product: [OH:30][C:21]1[CH:22]=[CH:23][C:24]([C:26]([F:27])([F:28])[F:29])=[CH:25][C:20]=1[NH:19][C:5](=[O:6])[C:4]1[CH:8]=[CH:9][N:10]=[CH:11][C:3]=1[C:2]([F:13])([F:12])[F:1]. The catalyst class is: 6.